This data is from Full USPTO retrosynthesis dataset with 1.9M reactions from patents (1976-2016). The task is: Predict the reactants needed to synthesize the given product. (1) The reactants are: Br[C:2]1[CH:3]=[C:4]([N+:9]([O-:11])=[O:10])[CH:5]=[CH:6][C:7]=1[F:8].C([Sn](CCCC)(CCCC)[C:17]([O:19]CC)=[CH2:18])CCC. Given the product [F:8][C:7]1[CH:6]=[CH:5][C:4]([N+:9]([O-:11])=[O:10])=[CH:3][C:2]=1[C:17](=[O:19])[CH3:18], predict the reactants needed to synthesize it. (2) Given the product [Cl:1][C:2]1[CH:11]=[C:10]([C:12](=[O:14])[CH3:13])[C:9]([N:15]2[CH2:16][CH2:17][N:18]([C:27]([C:24]3[CH:25]=[CH:26][N:22]([CH3:21])[N:23]=3)=[O:28])[CH2:19][CH2:20]2)=[C:8]2[C:3]=1[CH:4]=[CH:5][CH:6]=[N:7]2, predict the reactants needed to synthesize it. The reactants are: [Cl:1][C:2]1[CH:11]=[C:10]([C:12](=[O:14])[CH3:13])[C:9]([N:15]2[CH2:20][CH2:19][NH:18][CH2:17][CH2:16]2)=[C:8]2[C:3]=1[CH:4]=[CH:5][CH:6]=[N:7]2.[CH3:21][N:22]1[CH:26]=[CH:25][C:24]([C:27](Cl)=[O:28])=[N:23]1.C(N(CC)CC)C. (3) The reactants are: [O:1]=[S:2]1(=[O:26])[C:7]2[CH:8]=[C:9]([O:12][C:13]3[CH:14]=[C:15]([CH:20]=[CH:21][CH:22]=3)[C:16]([NH:18][NH2:19])=[O:17])[CH:10]=[CH:11][C:6]=2[N:5]2[CH2:23][CH2:24][CH2:25][C:4]2=[N:3]1.[C:27](N1C=CN=C1)(N1C=CN=C1)=[O:28].CCN(CC)CC.Cl. Given the product [O:26]=[S:2]1(=[O:1])[C:7]2[CH:8]=[C:9]([O:12][C:13]3[CH:14]=[C:15]([C:16]4[O:17][C:27](=[O:28])[NH:19][N:18]=4)[CH:20]=[CH:21][CH:22]=3)[CH:10]=[CH:11][C:6]=2[N:5]2[CH2:23][CH2:24][CH2:25][C:4]2=[N:3]1, predict the reactants needed to synthesize it. (4) Given the product [C:36]([O:35][C@@H:29]1[C@@H:30]([O:31][C:32](=[O:34])[CH3:33])[C@H:24]([O:23][C:20](=[O:22])[CH3:21])[C@@H:25]([O:17]/[C:6](/[C:5]([O:4][CH2:2][CH3:3])=[O:18])=[CH:7]\[C:8]2[CH:13]=[CH:12][CH:11]=[CH:10][C:9]=2[N+:14]([O-:16])=[O:15])[O:27][C@H:28]1[CH2:39][O:40][C:41](=[O:43])[CH3:42])(=[O:38])[CH3:37], predict the reactants needed to synthesize it. The reactants are: [K].[CH2:2]([O:4][C:5](=[O:18])/[C:6](/[O-:17])=[CH:7]/[C:8]1[CH:13]=[CH:12][CH:11]=[CH:10][C:9]=1[N+:14]([O-:16])=[O:15])[CH3:3].[K+].[C:20]([O:23][C@@H:24]1[C@@H:30]([O:31][C:32](=[O:34])[CH3:33])[C@H:29]([O:35][C:36](=[O:38])[CH3:37])[C@@H:28]([CH2:39][O:40][C:41](=[O:43])[CH3:42])[O:27][C@@H:25]1O)(=[O:22])[CH3:21]. (5) Given the product [Cl:11][C:12]1[CH:13]=[C:14](/[CH:15]=[C:6](/[C:5]2[CH:9]=[CH:10][C:2]([Cl:1])=[CH:3][CH:4]=2)\[C:7]#[N:8])[CH:17]=[CH:18][CH:19]=1, predict the reactants needed to synthesize it. The reactants are: [Cl:1][C:2]1[CH:10]=[CH:9][C:5]([CH2:6][C:7]#[N:8])=[CH:4][CH:3]=1.[Cl:11][C:12]1[CH:13]=[C:14]([CH:17]=[CH:18][CH:19]=1)[CH:15]=O.C[O-].[Na+]. (6) Given the product [CH:7]([C@H:8]1[CH2:9][CH:10]=[CH:14][CH2:13][O:12]1)([C:16]1[CH:21]=[CH:20][CH:19]=[CH:18][CH:17]=1)[C:16]1[CH:17]=[CH:18][CH:19]=[CH:20][CH:21]=1, predict the reactants needed to synthesize it. The reactants are: C1([CH:7]([C:16]2[CH:21]=[CH:20][CH:19]=[CH:18][CH:17]=2)[C@H:8]([O:12][CH2:13][CH:14]=C)[CH2:9][CH:10]=C)C=CC=CC=1. (7) Given the product [NH2:1][C:2]1[N:6]([C:7]2[CH:8]=[CH:9][C:10]([F:13])=[CH:11][CH:12]=2)[N:5]=[CH:4][C:3]=1[C:14](=[O:30])[C:15]1[CH:20]=[CH:19][CH:18]=[C:17]([O:21][CH2:22][C:23]([OH:25])=[O:24])[CH:16]=1, predict the reactants needed to synthesize it. The reactants are: [NH2:1][C:2]1[N:6]([C:7]2[CH:12]=[CH:11][C:10]([F:13])=[CH:9][CH:8]=2)[N:5]=[CH:4][C:3]=1[C:14](=[O:30])[C:15]1[CH:20]=[CH:19][CH:18]=[C:17]([O:21][CH2:22][C:23]([O:25]C(C)(C)C)=[O:24])[CH:16]=1.FC(F)(F)C(O)=O. (8) Given the product [Br:2][C:3]1[S:7][C:6]([NH:8][C:15](=[O:16])[O:17][C:18]([CH3:21])([CH3:20])[CH3:19])=[N:5][CH:4]=1, predict the reactants needed to synthesize it. The reactants are: Br.[Br:2][C:3]1[S:7][C:6]([NH2:8])=[N:5][CH:4]=1.N1C=CC=CC=1.[C:15](O[C:15]([O:17][C:18]([CH3:21])([CH3:20])[CH3:19])=[O:16])([O:17][C:18]([CH3:21])([CH3:20])[CH3:19])=[O:16].